This data is from Retrosynthesis with 50K atom-mapped reactions and 10 reaction types from USPTO. The task is: Predict the reactants needed to synthesize the given product. (1) Given the product COC(=O)c1cnc(C#N)c(-c2cccc3ccccc23)c1, predict the reactants needed to synthesize it. The reactants are: COC(=O)c1cnc(C#N)c(Cl)c1.OB(O)c1cccc2ccccc12. (2) Given the product COc1ccc2cc(-c3ccc(CO)cc3)cc(CCNC(C)=O)c2c1, predict the reactants needed to synthesize it. The reactants are: COC(=O)c1ccc(-c2cc(CCNC(C)=O)c3cc(OC)ccc3c2)cc1. (3) Given the product CC(C)(C)OC(=O)C(C)(C)Oc1ccccc1Oc1ccc(N)cc1, predict the reactants needed to synthesize it. The reactants are: CC(C)(C)OC(=O)C(C)(C)Oc1ccccc1Oc1ccc([N+](=O)[O-])cc1. (4) Given the product O=c1cc(N2CCOCC2)nc2n1CC[C@@H](C(F)(F)F)N2c1ccc(F)cc1, predict the reactants needed to synthesize it. The reactants are: Fc1ccc(I)cc1.O=c1cc(N2CCOCC2)nc2n1CC[C@@H](C(F)(F)F)N2. (5) Given the product CCOC(=O)c1cccc(C2=C(c3cc(C)ccc3OCc3ccc(F)cc3)CCC2)n1, predict the reactants needed to synthesize it. The reactants are: CCOC(=O)c1cccc(C2=C(c3cc(C)ccc3O)CCC2)n1.Fc1ccc(CBr)cc1.